Predict the reactants needed to synthesize the given product. From a dataset of Full USPTO retrosynthesis dataset with 1.9M reactions from patents (1976-2016). (1) Given the product [F:11][C:12]1[CH:20]=[CH:19][CH:18]=[C:17]2[C:13]=1[CH2:14][CH2:15][N:16]2[C:21](=[O:31])[CH2:22][C:23]1[NH:28][C:27](=[O:29])[CH:26]=[C:25]([N:5]2[CH:6]3[CH2:10][CH2:9][CH2:8][CH:7]3[O:2][CH2:3][CH2:4]2)[N:24]=1, predict the reactants needed to synthesize it. The reactants are: Cl.[O:2]1[C:7]2=[CH:8][CH2:9][CH2:10][CH:6]2[NH:5][CH2:4][CH2:3]1.[F:11][C:12]1[CH:20]=[CH:19][CH:18]=[C:17]2[C:13]=1[CH2:14][CH2:15][N:16]2[C:21](=[O:31])[CH2:22][C:23]1[NH:28][C:27](=[O:29])[CH:26]=[C:25](Cl)[N:24]=1.O. (2) Given the product [Cl:8][C:9]1[CH:10]=[C:11]([CH:14]=[CH:15][CH:16]=1)[CH2:12][CH:3]([C:2](=[O:7])[CH3:1])[C:4](=[O:6])[CH3:5], predict the reactants needed to synthesize it. The reactants are: [CH3:1][C:2](=[O:7])[CH2:3][C:4](=[O:6])[CH3:5].[Cl:8][C:9]1[CH:10]=[C:11]([CH:14]=[CH:15][CH:16]=1)[CH2:12]Br.[Na+].[Cl-].Cl. (3) Given the product [CH3:17][O:18][CH2:19][O:20][C:11]1[CH:12]=[CH:13][CH:14]=[CH:15][C:10]=1[CH:7]([C:1]1[CH:2]=[CH:3][CH:4]=[CH:5][CH:6]=1)[CH2:8][NH2:9], predict the reactants needed to synthesize it. The reactants are: [C:1]1([CH:7]([C:10]2[CH:15]=[CH:14][CH:13]=[CH:12][C:11]=2C)[CH2:8][NH2:9])[CH:6]=[CH:5][CH:4]=[CH:3][CH:2]=1.[CH3:17][O:18][CH2:19][O:20]C1C=CC=CC=1C(C1C=CC=CC=1)=O. (4) Given the product [CH3:22][NH:21][C:11]1[N:10]=[C:9]([C:6]2[CH:5]=[C:4]3[C:3]([C:1]([NH2:2])=[N:28][NH:29]3)=[CH:8][CH:7]=2)[CH:14]=[C:13]([N:15]2[CH2:20][CH2:19][CH2:18][CH2:17][CH2:16]2)[N:12]=1, predict the reactants needed to synthesize it. The reactants are: [C:1]([C:3]1[CH:8]=[CH:7][C:6]([C:9]2[CH:14]=[C:13]([N:15]3[CH2:20][CH2:19][CH2:18][CH2:17][CH2:16]3)[N:12]=[C:11]([N:21](C)[C:22](=O)C)[N:10]=2)=[CH:5][C:4]=1F)#[N:2].O.[NH2:28][NH2:29].